This data is from Full USPTO retrosynthesis dataset with 1.9M reactions from patents (1976-2016). The task is: Predict the reactants needed to synthesize the given product. (1) The reactants are: [Br:1][C:2]1[CH:8]=[CH:7][C:5]([NH2:6])=[C:4]([OH:9])[CH:3]=1.[CH2:10]([O:17][C:18]1[CH:26]=[CH:25][C:21]([C:22](O)=O)=[CH:20][CH:19]=1)[C:11]1[CH:16]=[CH:15][CH:14]=[CH:13][CH:12]=1. Given the product [CH2:10]([O:17][C:18]1[CH:19]=[CH:20][C:21]([C:22]2[O:9][C:4]3[CH:3]=[C:2]([Br:1])[CH:8]=[CH:7][C:5]=3[N:6]=2)=[CH:25][CH:26]=1)[C:11]1[CH:12]=[CH:13][CH:14]=[CH:15][CH:16]=1, predict the reactants needed to synthesize it. (2) Given the product [C:8]([C:5]1[CH:4]=[CH:3][C:2]([F:1])=[CH:7][N:6]=1)#[CH:10], predict the reactants needed to synthesize it. The reactants are: [F:1][C:2]1[CH:3]=[CH:4][C:5]([CH:8]=O)=[N:6][CH:7]=1.[C:10](=O)([O-])[O-].[K+].[K+].COP(C(=[N+]=[N-])C(=O)C)(=O)OC. (3) Given the product [Cl:12][C:13]1[CH:14]=[CH:15][C:16]([S:19]([C:22]2[C:23]([CH2:30][CH2:31][C:32]([OH:34])=[O:33])=[C:24](/[CH:28]=[C:5]3\[C:6](=[O:11])[NH:7][C:8]4[C:4]\3=[CH:3][C:2]([Cl:1])=[CH:10][CH:9]=4)[NH:25][C:26]=2[CH3:27])(=[O:20])=[O:21])=[CH:17][CH:18]=1, predict the reactants needed to synthesize it. The reactants are: [Cl:1][C:2]1[CH:3]=[C:4]2[C:8](=[CH:9][CH:10]=1)[NH:7][C:6](=[O:11])[CH2:5]2.[Cl:12][C:13]1[CH:18]=[CH:17][C:16]([S:19]([C:22]2[C:23]([CH2:30][CH2:31][C:32]([OH:34])=[O:33])=[C:24]([CH:28]=O)[NH:25][C:26]=2[CH3:27])(=[O:21])=[O:20])=[CH:15][CH:14]=1.N1CCCCC1. (4) The reactants are: CN(C)C=O.Cl[C:7]1[CH:12]=[C:11]([O:13][CH2:14][C:15]#[C:16][CH3:17])[N:10]=[CH:9][N:8]=1.C(=O)([O-])[O-].[K+].[K+].[CH3:24][CH:25]1[CH2:30][CH2:29][NH:28][CH2:27][CH2:26]1. Given the product [CH2:14]([O:13][C:11]1[CH:12]=[C:7]([N:28]2[CH2:29][CH2:30][CH:25]([CH3:24])[CH2:26][CH2:27]2)[N:8]=[CH:9][N:10]=1)[C:15]#[C:16][CH3:17], predict the reactants needed to synthesize it. (5) Given the product [F:1][C:2]1[CH:3]=[C:4]([CH:5]=[CH:6][C:7]=1[O:8][C:9]1[CH:14]=[CH:13][N:12]=[C:11]([C:15]([F:16])([F:17])[F:18])[CH:10]=1)[CH2:19][O:20][C:34]1[CH:35]=[C:36]2[NH:28][C@@H:29]([CH3:39])[CH2:30][N:31]2[C:32](=[O:38])[N:33]=1, predict the reactants needed to synthesize it. The reactants are: [F:1][C:2]1[CH:3]=[C:4]([CH2:19][OH:20])[CH:5]=[CH:6][C:7]=1[O:8][C:9]1[CH:14]=[CH:13][N:12]=[C:11]([C:15]([F:18])([F:17])[F:16])[CH:10]=1.C(OC([N:28]1[C:36]2[N:31]([C:32](=[O:38])[N:33]=[C:34](Cl)[CH:35]=2)[CH2:30][C@@H:29]1[CH3:39])=O)(C)(C)C. (6) Given the product [ClH:18].[CH3:1][O:2][C:3]([C:4]1[CH:9]=[CH:8][C:7]2[C:10]([NH2:11])=[N:13][O:12][C:6]=2[CH:5]=1)=[O:17], predict the reactants needed to synthesize it. The reactants are: [CH3:1][O:2][C:3](=[O:17])[C:4]1[CH:9]=[CH:8][C:7]([C:10]#[N:11])=[C:6]([O:12][N:13]=C(C)C)[CH:5]=1.[ClH:18].